Dataset: Retrosynthesis with 50K atom-mapped reactions and 10 reaction types from USPTO. Task: Predict the reactants needed to synthesize the given product. (1) Given the product NC(=O)C1CCN(CCCOc2ccc(-n3nc4ccccc4c3Cl)cc2)CC1, predict the reactants needed to synthesize it. The reactants are: N.O=C(O)C1CCN(CCCOc2ccc(-n3nc4ccccc4c3Cl)cc2)CC1. (2) Given the product FC(F)(F)c1cnn(-c2ccc(Cl)cc2Br)c1, predict the reactants needed to synthesize it. The reactants are: FC(F)(F)c1cn[nH]c1.Fc1ccc(Cl)cc1Br. (3) Given the product Cc1cc(-c2ccc(NC(=O)NCCc3ccc(C#N)cc3)cc2)ccn1, predict the reactants needed to synthesize it. The reactants are: Cc1cc(-c2ccc(NC(=O)NCCc3ccc(Br)cc3)cc2)ccn1.[C-]#N. (4) Given the product C[Si](C)(C)C#Cc1ccc(C=O)cc1, predict the reactants needed to synthesize it. The reactants are: C#C[Si](C)(C)C.O=Cc1ccc(I)cc1. (5) Given the product COc1ccc(C(C)C#N)cc1CN[C@H]1CCCN[C@H]1c1ccccc1, predict the reactants needed to synthesize it. The reactants are: COc1ccc(C(C)C#N)cc1CN[C@H]1CCCN(C(=O)OC(C)(C)C)[C@H]1c1ccccc1. (6) Given the product NC(=O)[C@@H]1CCCN1CCCO, predict the reactants needed to synthesize it. The reactants are: NC(=O)[C@@H]1CCCN1.OCCCBr. (7) Given the product COC(=O)[C@H]1CN(C(=O)C2(c3ccc(Cl)cc3)CCC2)CC[C@@H]1C, predict the reactants needed to synthesize it. The reactants are: COC(=O)[C@H]1CNCC[C@@H]1C.O=C(O)C1(c2ccc(Cl)cc2)CCC1. (8) Given the product COc1cc2c(cc1OC)CC(=O)N(CCCN(C)CCS(=O)c1ccccc1)CC2, predict the reactants needed to synthesize it. The reactants are: COc1cc2c(cc1OC)CC(=O)N(CCCN(C)CCSc1ccccc1)CC2.OO. (9) Given the product COc1cccc(CCNC(C)=O)c1, predict the reactants needed to synthesize it. The reactants are: CC(=O)Cl.COc1cccc(CCN)c1. (10) Given the product C=C(C)OC(=O)OCCC(C)CCC=C(C)C, predict the reactants needed to synthesize it. The reactants are: C=C(C)[O-].CC(C)=CCCC(C)CCOC(=O)Cl.